From a dataset of Catalyst prediction with 721,799 reactions and 888 catalyst types from USPTO. Predict which catalyst facilitates the given reaction. (1) Reactant: [CH3:1][O:2][C:3]1[CH:9]=[C:8]([N+:10]([O-:12])=[O:11])[CH:7]=[CH:6][C:4]=1[NH2:5].[C:13](O[C:13]([O:15][C:16]([CH3:19])([CH3:18])[CH3:17])=[O:14])([O:15][C:16]([CH3:19])([CH3:18])[CH3:17])=[O:14].C(N(CC)CC)C. Product: [CH3:1][O:2][C:3]1[CH:9]=[C:8]([N+:10]([O-:12])=[O:11])[CH:7]=[CH:6][C:4]=1[NH:5][C:13](=[O:14])[O:15][C:16]([CH3:19])([CH3:18])[CH3:17]. The catalyst class is: 1. (2) Reactant: [NH:1]1CCCC[CH2:2]1.[NH2:7][C:8]1[CH:16]=[C:15]([O:17][CH3:18])[C:14]([OH:19])=[CH:13][C:9]=1[C:10](O)=[O:11].N1C=CC=NN=1. Product: [CH3:18][O:17][C:15]1[CH:16]=[C:8]2[C:9]([C:10]([OH:11])=[N:1][CH:2]=[N:7]2)=[CH:13][C:14]=1[OH:19]. The catalyst class is: 5. (3) Reactant: [CH2:1](O)[CH3:2].[F:4][C:5]([F:17])([F:16])[CH:6]([O:10][C:11](=[O:15])[C:12]([CH3:14])=[CH2:13])[C:7]([OH:9])=[O:8].C1(N=C=NC2CCCCC2)CCCCC1.CN(C1C=CC=CN=1)C. Product: [C:11]([O:10][CH:6]([C:7]([O:9][CH2:1][CH3:2])=[O:8])[C:5]([F:16])([F:17])[F:4])(=[O:15])[C:12]([CH3:14])=[CH2:13]. The catalyst class is: 4. (4) Reactant: [ClH:1].[F:2][C:3]([F:34])([F:33])[C:4]1[CH:5]=[C:6]([CH:26]=[C:27]([C:29]([F:32])([F:31])[F:30])[CH:28]=1)[CH2:7][N:8]([CH3:25])[C:9]([C@@H:11]1[CH2:16][CH2:15][NH:14][CH2:13][C@H:12]1[C:17]1[CH:22]=[CH:21][C:20]([F:23])=[CH:19][C:18]=1[CH3:24])=[O:10].Br[CH2:36][CH2:37][CH2:38][OH:39].CCN(CC)CC.Cl.C(OCC)(=O)C. Product: [ClH:1].[F:34][C:3]([F:2])([F:33])[C:4]1[CH:5]=[C:6]([CH:26]=[C:27]([C:29]([F:30])([F:31])[F:32])[CH:28]=1)[CH2:7][N:8]([CH3:25])[C:9]([C@@H:11]1[CH2:16][CH2:15][N:14]([CH2:36][CH2:37][CH2:38][OH:39])[CH2:13][C@H:12]1[C:17]1[CH:22]=[CH:21][C:20]([F:23])=[CH:19][C:18]=1[CH3:24])=[O:10]. The catalyst class is: 20. (5) Reactant: [CH3:1][O:2][C:3]1[CH:4]=[C:5]([CH2:11][CH2:12][C:13](O)=[O:14])[CH:6]=[C:7]([O:9][CH3:10])[CH:8]=1.CO. Product: [CH3:10][O:9][C:7]1[CH:6]=[C:5]([CH2:11][CH2:12][CH2:13][OH:14])[CH:4]=[C:3]([O:2][CH3:1])[CH:8]=1. The catalyst class is: 1. (6) Reactant: C(N(CC)CC)C.[NH2:8][C:9]1[N:17]=[CH:16][CH:15]=[CH:14][C:10]=1[C:11]([OH:13])=O.Cl.[F:19][C:20]([F:36])([F:35])[C:21]1[CH:22]=[C:23]([O:27][C:28]2[S:32][C:31]([CH2:33][NH2:34])=[CH:30][CH:29]=2)[CH:24]=[CH:25][CH:26]=1.CN([P+](ON1N=NC2C=CC=CC1=2)(N(C)C)N(C)C)C.F[P-](F)(F)(F)(F)F. Product: [F:35][C:20]([F:19])([F:36])[C:21]1[CH:22]=[C:23]([CH:24]=[CH:25][CH:26]=1)[O:27][C:28]1[S:32][C:31]([CH2:33][NH:34][C:11](=[O:13])[C:10]2[CH:14]=[CH:15][CH:16]=[N:17][C:9]=2[NH2:8])=[CH:30][CH:29]=1. The catalyst class is: 136. (7) The catalyst class is: 2. Product: [N:3]1[CH:4]=[CH:5][CH:6]=[N:1][C:2]=1[CH2:7][CH2:8][CH2:9]/[CH:10]=[CH:11]/[S:12]([N:15]1[CH2:20][CH2:19][N:18]([C:21]2[N:22]=[CH:23][C:24]([O:27][CH2:28][C:29]([F:30])([F:31])[F:32])=[CH:25][N:26]=2)[CH2:17][CH2:16]1)(=[O:14])=[O:13]. Reactant: [N:1]1[CH:6]=[CH:5][CH:4]=[N:3][C:2]=1[CH2:7][CH2:8][CH2:9][CH:10](O)[CH2:11][S:12]([N:15]1[CH2:20][CH2:19][N:18]([C:21]2[N:26]=[CH:25][C:24]([O:27][CH2:28][C:29]([F:32])([F:31])[F:30])=[CH:23][N:22]=2)[CH2:17][CH2:16]1)(=[O:14])=[O:13].C(N(CC)CC)C.CS(Cl)(=O)=O. (8) Reactant: [Cl:1][C:2]1[CH:7]=[CH:6][C:5]([C:8]2[C:14]3[CH:15]=[C:16]([C:19]4[O:23][N:22]=[C:21]([CH3:24])[N:20]=4)[CH:17]=[CH:18][C:13]=3[C:12]3[C:25]([CH3:28])=[N:26][O:27][C:11]=3[C@H:10]([CH2:29][C:30]([O:32]C(C)(C)C)=O)[N:9]=2)=[CH:4][CH:3]=1.C(O)(C(F)(F)F)=O.ClC1C=CC(C2C3C=C(C4ON=C(C)N=4)C=CC=3C3C(C)=NOC=3[C@H](CC(O)=O)[N:52]=2)=CC=1.Cl.N.CCN(C(C)C)C(C)C.CCOC(C(C#N)=NOC(N1CCOCC1)=[N+](C)C)=O.F[P-](F)(F)(F)(F)F. The catalyst class is: 85. Product: [Cl:1][C:2]1[CH:7]=[CH:6][C:5]([C:8]2[C:14]3[CH:15]=[C:16]([C:19]4[O:23][N:22]=[C:21]([CH3:24])[N:20]=4)[CH:17]=[CH:18][C:13]=3[C:12]3[C:25]([CH3:28])=[N:26][O:27][C:11]=3[C@H:10]([CH2:29][C:30]([NH2:52])=[O:32])[N:9]=2)=[CH:4][CH:3]=1. (9) Reactant: [F:1][C:2]1[CH:7]=[C:6]([O:8][CH2:9][CH2:10][C@@H:11]2[CH2:13][C@@H:12]2[CH:14]2[CH2:19][CH2:18][NH:17][CH2:16][CH2:15]2)[C:5]([F:20])=[CH:4][C:3]=1[CH2:21][C:22]([N:24]([CH3:26])[CH3:25])=[O:23].C(N(CC)CC)C.[CH3:34][C:35]1([O:38][C:39](ON2C(=O)CCC2=O)=[O:40])[CH2:37][CH2:36]1. Product: [CH3:25][N:24]([CH3:26])[C:22](=[O:23])[CH2:21][C:3]1[C:2]([F:1])=[CH:7][C:6]([O:8][CH2:9][CH2:10][C@@H:11]2[CH2:13][C@@H:12]2[CH:14]2[CH2:15][CH2:16][N:17]([C:39]([O:38][C:35]3([CH3:34])[CH2:37][CH2:36]3)=[O:40])[CH2:18][CH2:19]2)=[C:5]([F:20])[CH:4]=1. The catalyst class is: 4.